This data is from Forward reaction prediction with 1.9M reactions from USPTO patents (1976-2016). The task is: Predict the product of the given reaction. (1) The product is: [CH2:24]([N:13]([CH2:11][CH3:12])[C:14]([C:16]1[CH:23]=[CH:22][C:19]([CH:20]([OH:21])[C:2]2[CH:7]=[CH:6][CH:5]=[CH:4][C:3]=2[O:8][CH3:9])=[CH:18][CH:17]=1)=[O:15])[CH3:25]. Given the reactants Br[C:2]1[CH:7]=[CH:6][CH:5]=[CH:4][C:3]=1[O:8][CH3:9].[Mg].[CH2:11]([N:13]([CH2:24][CH3:25])[C:14]([C:16]1[CH:23]=[CH:22][C:19]([CH:20]=[O:21])=[CH:18][CH:17]=1)=[O:15])[CH3:12].[Cl-].[NH4+], predict the reaction product. (2) Given the reactants [NH2:1][C:2]1[CH:3]=[CH:4][C:5]([F:10])=[C:6]([CH2:8][OH:9])[CH:7]=1.[N:11]([O-])=O.[Na+].[Cl:15][Sn]Cl, predict the reaction product. The product is: [ClH:15].[F:10][C:5]1[CH:4]=[CH:3][C:2]([NH:1][NH2:11])=[CH:7][C:6]=1[CH2:8][OH:9]. (3) Given the reactants [Br:1][C:2]1[CH:11]=[CH:10][C:5]([C:6]([O:8][CH3:9])=[O:7])=[CH:4][C:3]=1[CH3:12].C1C(=O)N([Br:20])C(=O)C1, predict the reaction product. The product is: [Br:1][C:2]1[CH:11]=[CH:10][C:5]([C:6]([O:8][CH3:9])=[O:7])=[CH:4][C:3]=1[CH2:12][Br:20]. (4) Given the reactants C[O:2][C:3]([C:5]1[CH:10]=[CH:9][C:8]([C:11]2[CH:16]=[CH:15][CH:14]=[CH:13][C:12]=2[CH3:17])=[C:7]([O:18][CH3:19])[CH:6]=1)=[O:4].CO.[OH-].[Na+], predict the reaction product. The product is: [CH3:19][O:18][C:7]1[CH:6]=[C:5]([C:3]([OH:4])=[O:2])[CH:10]=[CH:9][C:8]=1[C:11]1[CH:16]=[CH:15][CH:14]=[CH:13][C:12]=1[CH3:17]. (5) Given the reactants [C:1]([O:5][C:6]([N:8]1[CH2:13][CH2:12][CH:11]([C:14]2[S:15][CH:16]=[C:17]([CH2:19][NH:20][C:21]3[CH:26]=[CH:25][C:24]([S:27]([CH3:30])(=[O:29])=[O:28])=[CH:23][CH:22]=3)[N:18]=2)[CH2:10][CH2:9]1)=[O:7])([CH3:4])([CH3:3])[CH3:2].[H-].[Na+].[CH3:33]I, predict the reaction product. The product is: [C:1]([O:5][C:6]([N:8]1[CH2:13][CH2:12][CH:11]([C:14]2[S:15][CH:16]=[C:17]([CH2:19][N:20]([C:21]3[CH:22]=[CH:23][C:24]([S:27]([CH3:30])(=[O:29])=[O:28])=[CH:25][CH:26]=3)[CH3:33])[N:18]=2)[CH2:10][CH2:9]1)=[O:7])([CH3:4])([CH3:3])[CH3:2]. (6) Given the reactants N(OC(C)(C)C)=O.N[C:9]1[N:13]([C:14]2[C:19]([Cl:20])=[CH:18][C:17]([C:21]([F:24])([F:23])[F:22])=[CH:16][C:15]=2[Cl:25])[N:12]=[C:11]([C:26]#[N:27])[C:10]=1[S:28][CH2:29][CH3:30].C(Br)(Br)[Br:32], predict the reaction product. The product is: [Br:32][C:9]1[N:13]([C:14]2[C:19]([Cl:20])=[CH:18][C:17]([C:21]([F:24])([F:23])[F:22])=[CH:16][C:15]=2[Cl:25])[N:12]=[C:11]([C:26]#[N:27])[C:10]=1[S:28][CH2:29][CH3:30]. (7) Given the reactants Br[C:2]1[C:3]2[C:8]([N:9]=[C:10]3[C:15]=1[CH:14]=[CH:13][C:12]([C:16]1[CH:21]=[C:20]([CH3:22])[CH:19]=[C:18]([CH3:23])[CH:17]=1)=[CH:11]3)=[CH:7][CH:6]=[CH:5][CH:4]=2.P(Br)(Br)(Br)=O.[CH3:29][Sn:30](Cl)([CH3:32])[CH3:31], predict the reaction product. The product is: [CH3:23][C:18]1[CH:17]=[C:16]([C:12]2[CH:13]=[CH:14][C:15]3[C:10]([CH:11]=2)=[N:9][C:8]2[C:3](=[CH:4][CH:5]=[CH:6][CH:7]=2)[C:2]=3[Sn:30]([CH3:32])([CH3:31])[CH3:29])[CH:21]=[C:20]([CH3:22])[CH:19]=1. (8) Given the reactants Br[C:2]1[CH:3]=[CH:4][C:5]([O:8][CH:9]2[CH2:14][CH2:13][N:12]([C:15]([O:17][C:18]([CH3:21])([CH3:20])[CH3:19])=[O:16])[CH2:11][CH2:10]2)=[N:6][CH:7]=1.[C:22]([N:26]1[CH2:31][CH2:30][O:29][CH2:28][CH2:27]1)(=[O:25])[CH:23]=[CH2:24].C(=O)([O-])[O-].[K+].[K+], predict the reaction product. The product is: [C:18]([O:17][C:15]([N:12]1[CH2:13][CH2:14][CH:9]([O:8][C:5]2[CH:4]=[CH:3][C:2]([CH:24]=[CH:23][C:22]([N:26]3[CH2:31][CH2:30][O:29][CH2:28][CH2:27]3)=[O:25])=[CH:7][N:6]=2)[CH2:10][CH2:11]1)=[O:16])([CH3:21])([CH3:20])[CH3:19]. (9) Given the reactants [Cl:1][C:2]1[CH:12]=[C:11]([F:13])[C:10]([N+:14]([O-])=O)=[CH:9][C:3]=1[C:4]([O:6][CH2:7][CH3:8])=[O:5], predict the reaction product. The product is: [NH2:14][C:10]1[C:11]([F:13])=[CH:12][C:2]([Cl:1])=[C:3]([CH:9]=1)[C:4]([O:6][CH2:7][CH3:8])=[O:5].